From a dataset of Reaction yield outcomes from USPTO patents with 853,638 reactions. Predict the reaction yield, written as a fraction of the theoretical maximum amount of product (1.0 means a 100% yield; for example, 0.34 means a 34% yield). The reactants are [NH2:1][C:2]1[C:10]([OH:11])=[CH:9][C:5]([C:6]([OH:8])=[O:7])=[C:4]([NH:12][C:13]2[CH:18]=[CH:17][CH:16]=[CH:15][C:14]=2[F:19])[C:3]=1[F:20].[CH3:21]C1C=CC(S(O)(=O)=O)=CC=1.O. The catalyst is C(OC)(OC)OC. The product is [F:20][C:3]1[C:2]2[N:1]=[CH:21][O:11][C:10]=2[CH:9]=[C:5]([C:6]([OH:8])=[O:7])[C:4]=1[NH:12][C:13]1[CH:18]=[CH:17][CH:16]=[CH:15][C:14]=1[F:19]. The yield is 0.827.